This data is from NCI-60 drug combinations with 297,098 pairs across 59 cell lines. The task is: Regression. Given two drug SMILES strings and cell line genomic features, predict the synergy score measuring deviation from expected non-interaction effect. Drug 1: C1=NC2=C(N=C(N=C2N1C3C(C(C(O3)CO)O)O)F)N. Drug 2: C1=CN(C=N1)CC(O)(P(=O)(O)O)P(=O)(O)O. Cell line: MCF7. Synergy scores: CSS=2.11, Synergy_ZIP=0.478, Synergy_Bliss=3.64, Synergy_Loewe=-0.269, Synergy_HSA=0.397.